Dataset: Reaction yield outcomes from USPTO patents with 853,638 reactions. Task: Predict the reaction yield, written as a fraction of the theoretical maximum amount of product (1.0 means a 100% yield; for example, 0.34 means a 34% yield). (1) The reactants are [CH:1]([C:4]1[CH:9]=[C:8]([CH:10]([CH3:12])[CH3:11])[CH:7]=[C:6]([CH:13]([CH3:15])[CH3:14])[C:5]=1[C:16]1[CH:21]=[CH:20][CH:19]=[CH:18][CH:17]=1)([CH3:3])[CH3:2].[B-](F)(F)(F)F.[B-](F)(F)(F)F.C1[N+]2(CCl)CC[N+](F)(CC2)C1.[Li+].[Br-:44]. No catalyst specified. The product is [Br:44][C:7]1[C:6]([CH:13]([CH3:14])[CH3:15])=[C:5]([C:16]2[CH:17]=[CH:18][CH:19]=[CH:20][CH:21]=2)[C:4]([CH:1]([CH3:2])[CH3:3])=[CH:9][C:8]=1[CH:10]([CH3:11])[CH3:12]. The yield is 0.915. (2) The reactants are [N+:1]([O-:4])(O)=[O:2].[F:5][C:6]1[CH:7]=[C:8]2[C:12](=[CH:13][CH:14]=1)[C:11](=[O:15])[NH:10][C:9]2=[O:16]. The catalyst is OS(O)(=O)=O.O=S(=O)=O. The yield is 0.680. The product is [F:5][C:6]1[CH:7]=[C:8]2[C:12](=[CH:13][C:14]=1[N+:1]([O-:4])=[O:2])[C:11](=[O:15])[NH:10][C:9]2=[O:16]. (3) The reactants are [Na].F[C:3]1[N:8]=[C:7]([C:9]2([C:13]#[N:14])[CH2:12][CH2:11][CH2:10]2)[CH:6]=[CH:5][CH:4]=1.[CH3:15][OH:16]. No catalyst specified. The product is [CH3:15][O:16][C:3]1[N:8]=[C:7]([C:9]2([C:13]#[N:14])[CH2:12][CH2:11][CH2:10]2)[CH:6]=[CH:5][CH:4]=1. The yield is 0.970. (4) The reactants are [CH2:1]([N:3]1[C:8](=[O:9])[CH2:7][C:6](=[O:10])[NH:5][C:4]1=[O:11])[CH3:2].[CH3:12][C:13](OC(C)=O)=[O:14].OS(O)(=O)=O. No catalyst specified. The product is [C:13]([CH:7]1[C:8](=[O:9])[N:3]([CH2:1][CH3:2])[C:4](=[O:11])[NH:5][C:6]1=[O:10])(=[O:14])[CH3:12]. The yield is 0.740. (5) The reactants are [C:1]([O:5][C:6]([N:8]1[CH2:13][CH2:12][CH:11](Br)[CH2:10][CH2:9]1)=[O:7])([CH3:4])([CH3:3])[CH3:2].[C:15]([O-:18])(=[S:17])[CH3:16].[K+].[Na+].[I-]. The catalyst is CN(C=O)C. The product is [C:1]([O:5][C:6]([N:8]1[CH2:13][CH2:12][CH:11]([S:17][C:15](=[O:18])[CH3:16])[CH2:10][CH2:9]1)=[O:7])([CH3:4])([CH3:3])[CH3:2]. The yield is 0.810. (6) The reactants are [Br:1][C:2]1[CH:11]=[CH:10][CH:9]=[C:8]2[C:3]=1[CH:4]=[CH:5][N+:6]([O-])=[CH:7]2.O=P(Cl)(Cl)[Cl:15]. The catalyst is C(Cl)Cl. The product is [Br:1][C:2]1[CH:11]=[CH:10][CH:9]=[C:8]2[C:3]=1[CH:4]=[CH:5][N:6]=[C:7]2[Cl:15]. The yield is 0.740.